From a dataset of CYP2D6 inhibition data for predicting drug metabolism from PubChem BioAssay. Regression/Classification. Given a drug SMILES string, predict its absorption, distribution, metabolism, or excretion properties. Task type varies by dataset: regression for continuous measurements (e.g., permeability, clearance, half-life) or binary classification for categorical outcomes (e.g., BBB penetration, CYP inhibition). Dataset: cyp2d6_veith. (1) The drug is COc1ccc(-n2c(=O)cnc3cnc(N(C)C)nc32)cc1. The result is 0 (non-inhibitor). (2) The drug is Cc1cccc(C)c1-n1nnnc1C(C)(C)N=Cc1ccc(Cl)cc1Cl. The result is 1 (inhibitor). (3) The molecule is CCCn1c(=O)c2c(ncn2C)n(CCC)c1=O. The result is 0 (non-inhibitor). (4) The drug is COc1ccc2nc(NC(C)=O)sc2c1. The result is 0 (non-inhibitor). (5) The result is 0 (non-inhibitor). The compound is COc1ccc(CC[N@+]2(C)COc3cc4oc(=O)cc(C)c4cc3C2)cc1OC. (6) The compound is C[C@H]1COC(=O)[C@H](C)NC(=O)[C@@H](C)COC(=O)[C@H](C)NC1=O. The result is 0 (non-inhibitor). (7) The molecule is CC(=O)c1cc2c(cc1N/C=C\c1nnnn1-c1ccc(Cl)cc1)OCO2. The result is 0 (non-inhibitor). (8) The drug is COc1cccc(-c2cncnc2NCc2cccc(C)c2)c1. The result is 1 (inhibitor). (9) The molecule is CN(Cc1ccco1)c1nc(-c2ccc3c(c2)OCO3)nc2ccccc12. The result is 1 (inhibitor).